This data is from Full USPTO retrosynthesis dataset with 1.9M reactions from patents (1976-2016). The task is: Predict the reactants needed to synthesize the given product. Given the product [CH3:15][O:14][C:11]1[CH:10]=[CH:9][C:8]([C:6]2[N:7]=[C:2]([NH:36][C:33]3[CH:34]=[CH:35][C:30]([N:29]([CH3:37])[CH3:28])=[CH:31][CH:32]=3)[C:3]3[NH:18][N:17]=[CH:16][C:4]=3[N:5]=2)=[CH:13][CH:12]=1, predict the reactants needed to synthesize it. The reactants are: Cl[C:2]1[C:3]2[C:4](=[CH:16][N:17](CC3C=CC(OC)=CC=3)[N:18]=2)[N:5]=[C:6]([C:8]2[CH:13]=[CH:12][C:11]([O:14][CH3:15])=[CH:10][CH:9]=2)[N:7]=1.[CH3:28][N:29]([CH3:37])[C:30]1[CH:35]=[CH:34][C:33]([NH2:36])=[CH:32][CH:31]=1.Cl.